Dataset: Reaction yield outcomes from USPTO patents with 853,638 reactions. Task: Predict the reaction yield, written as a fraction of the theoretical maximum amount of product (1.0 means a 100% yield; for example, 0.34 means a 34% yield). The reactants are [OH:1][C:2]1[CH:11]=[C:10]2[C:5]([CH2:6][CH2:7][C:8](=[O:12])[NH:9]2)=[CH:4][CH:3]=1.[CH2:13](N(CC)CC)C. The catalyst is ClCCl.CO.C(#N)C. The product is [CH3:13][O:1][C:2]1[CH:11]=[C:10]2[C:5]([CH2:6][CH2:7][C:8](=[O:12])[NH:9]2)=[CH:4][CH:3]=1. The yield is 0.670.